From a dataset of Forward reaction prediction with 1.9M reactions from USPTO patents (1976-2016). Predict the product of the given reaction. Given the reactants [CH3:1][O:2][C:3](=[O:31])[C@@H:4]1[CH2:8][CH:7]([N:9]=[N+]=[N-])[CH2:6][N:5]1[C:12](=[O:30])[CH2:13][CH2:14][C:15]1[CH:20]=[CH:19][CH:18]=[C:17]([CH2:21][NH:22][C:23]([O:25][C:26]([CH3:29])([CH3:28])[CH3:27])=[O:24])[CH:16]=1, predict the reaction product. The product is: [CH3:1][O:2][C:3](=[O:31])[C@@H:4]1[CH2:8][CH:7]([NH2:9])[CH2:6][N:5]1[C:12](=[O:30])[CH2:13][CH2:14][C:15]1[CH:20]=[CH:19][CH:18]=[C:17]([CH2:21][NH:22][C:23]([O:25][C:26]([CH3:27])([CH3:28])[CH3:29])=[O:24])[CH:16]=1.